From a dataset of Forward reaction prediction with 1.9M reactions from USPTO patents (1976-2016). Predict the product of the given reaction. (1) Given the reactants [F:1][C:2]1[C:7]([F:8])=[CH:6][CH:5]=[CH:4][C:3]=1[CH2:9][CH2:10][C:11]1[N:16]([CH2:17][C:18](O)=[O:19])[C:15]2[N:21]=[CH:22][CH:23]=[CH:24][C:14]=2[C:13](=[O:25])[N:12]=1.[CH3:26][C:27]([N:33]1[CH2:38][CH2:37][CH:36]([NH:39][CH2:40][C:41]2[CH:46]=[CH:45][C:44]([C:47]3[CH:52]=[CH:51][C:50]([C:53]([F:56])([F:55])[F:54])=[CH:49][CH:48]=3)=[CH:43][CH:42]=2)[CH2:35][CH2:34]1)([CH3:32])[C:28]([O:30][CH3:31])=[O:29].CCN(C(C)C)C(C)C.CN(C(ON1N=NC2C=CC=NC1=2)=[N+](C)C)C.F[P-](F)(F)(F)(F)F.C(=O)([O-])[O-].[Na+].[Na+], predict the reaction product. The product is: [F:1][C:2]1[C:7]([F:8])=[CH:6][CH:5]=[CH:4][C:3]=1[CH2:9][CH2:10][C:11]1[N:16]([CH2:17][C:18]([N:39]([CH2:40][C:41]2[CH:46]=[CH:45][C:44]([C:47]3[CH:48]=[CH:49][C:50]([C:53]([F:55])([F:56])[F:54])=[CH:51][CH:52]=3)=[CH:43][CH:42]=2)[CH:36]2[CH2:37][CH2:38][N:33]([C:27]([CH3:26])([CH3:32])[C:28]([O:30][CH3:31])=[O:29])[CH2:34][CH2:35]2)=[O:19])[C:15]2[N:21]=[CH:22][CH:23]=[CH:24][C:14]=2[C:13](=[O:25])[N:12]=1. (2) Given the reactants [CH:1]1([C:5]2[C:6]([C:12]3[CH:17]=[CH:16][C:15]([O:18][CH:19]4[CH2:24][CH2:23][CH2:22][CH2:21][CH2:20]4)=[CH:14][CH:13]=3)=[CH:7][C:8](=O)[NH:9][N:10]=2)[CH2:4][CH2:3][CH2:2]1.P(Cl)(Cl)([Cl:27])=O, predict the reaction product. The product is: [Cl:27][C:8]1[N:9]=[N:10][C:5]([CH:1]2[CH2:4][CH2:3][CH2:2]2)=[C:6]([C:12]2[CH:17]=[CH:16][C:15]([O:18][CH:19]3[CH2:24][CH2:23][CH2:22][CH2:21][CH2:20]3)=[CH:14][CH:13]=2)[CH:7]=1.